From a dataset of TCR-epitope binding with 47,182 pairs between 192 epitopes and 23,139 TCRs. Binary Classification. Given a T-cell receptor sequence (or CDR3 region) and an epitope sequence, predict whether binding occurs between them. The TCR CDR3 sequence is CASSFAPGELFF. Result: 0 (the TCR does not bind to the epitope). The epitope is NEGVKAAW.